From a dataset of Forward reaction prediction with 1.9M reactions from USPTO patents (1976-2016). Predict the product of the given reaction. Given the reactants [Br:1][C:2]1[CH:14]=[CH:13][C:5]([NH:6][CH2:7][CH2:8][C:9]([F:12])([F:11])[F:10])=[C:4]([N+:15]([O-:17])=[O:16])[CH:3]=1.[Cl:18][C:19]1[CH:26]=[CH:25][CH:24]=[CH:23][C:20]=1[CH2:21]Br.C(N(CCC(F)(F)F)C1C=CC(Br)=CC=1[N+]([O-])=O)C1C=CC=CC=1, predict the reaction product. The product is: [Br:1][C:2]1[CH:14]=[CH:13][C:5]([N:6]([CH2:21][C:20]2[CH:23]=[CH:24][CH:25]=[CH:26][C:19]=2[Cl:18])[CH2:7][CH2:8][C:9]([F:11])([F:12])[F:10])=[C:4]([N+:15]([O-:17])=[O:16])[CH:3]=1.